From a dataset of Reaction yield outcomes from USPTO patents with 853,638 reactions. Predict the reaction yield, written as a fraction of the theoretical maximum amount of product (1.0 means a 100% yield; for example, 0.34 means a 34% yield). The yield is 0.530. The reactants are [CH2:1](OC(OCC)OCC)C.[CH3:11][O:12][C:13]1[N:18]=[C:17]([NH:19][CH2:20][C:21]2[CH:31]=[CH:30][C:24]3[N:25]=[C:26]([S:28][CH3:29])[S:27][C:23]=3[CH:22]=2)[C:16]([NH2:32])=[CH:15][CH:14]=1. The product is [CH3:11][O:12][C:13]1[N:18]=[C:17]2[N:19]([CH2:20][C:21]3[CH:31]=[CH:30][C:24]4[N:25]=[C:26]([S:28][CH3:29])[S:27][C:23]=4[CH:22]=3)[CH:1]=[N:32][C:16]2=[CH:15][CH:14]=1. No catalyst specified.